Dataset: Reaction yield outcomes from USPTO patents with 853,638 reactions. Task: Predict the reaction yield, written as a fraction of the theoretical maximum amount of product (1.0 means a 100% yield; for example, 0.34 means a 34% yield). (1) The reactants are [F:1][C:2]1[CH:7]=[C:6]([N+:8]([O-:10])=[O:9])[C:5]([F:11])=[CH:4][C:3]=1[CH2:12][OH:13]. The catalyst is C(Cl)Cl. The product is [F:1][C:2]1[CH:7]=[C:6]([N+:8]([O-:10])=[O:9])[C:5]([F:11])=[CH:4][C:3]=1[CH:12]=[O:13]. The yield is 0.910. (2) The reactants are S(Cl)(Cl)=O.[F:5][C:6]1[CH:14]=[C:13]([N+:15]([O-:17])=[O:16])[CH:12]=[CH:11][C:7]=1[C:8](O)=[O:9].[CH3:18][N:19](C=O)C. No catalyst specified. The product is [CH3:18][NH:19][C:8](=[O:9])[C:7]1[CH:11]=[CH:12][C:13]([N+:15]([O-:17])=[O:16])=[CH:14][C:6]=1[F:5]. The yield is 0.850. (3) The reactants are [Br:1][C:2]1[CH:10]=[CH:9][C:5]([C:6](Cl)=[O:7])=[CH:4][CH:3]=1.Br[CH2:12][C:13]1[CH:18]=[CH:17][C:16]([S:19][CH3:20])=[C:15]([F:21])[CH:14]=1. The catalyst is COCCOC.[Zn].C1C=CC([P]([Pd]([P](C2C=CC=CC=2)(C2C=CC=CC=2)C2C=CC=CC=2)([P](C2C=CC=CC=2)(C2C=CC=CC=2)C2C=CC=CC=2)[P](C2C=CC=CC=2)(C2C=CC=CC=2)C2C=CC=CC=2)(C2C=CC=CC=2)C2C=CC=CC=2)=CC=1. The product is [Br:1][C:2]1[CH:10]=[CH:9][C:5]([C:6](=[O:7])[CH2:12][C:13]2[CH:18]=[CH:17][C:16]([S:19][CH3:20])=[C:15]([F:21])[CH:14]=2)=[CH:4][CH:3]=1. The yield is 0.730. (4) The reactants are C(=O)([O-])[O-].[Cs+].[Cs+].[C:7]([O:10][C:11]1[CH:12]=[C:13]2[C:18](=[CH:19][CH:20]=1)[N:17]=[CH:16][N:15]=[C:14]2Cl)(=[O:9])[CH3:8].[CH3:22][O:23][C:24]1[N:29]=[C:28]2[S:30][C:31]([NH2:33])=[N:32][C:27]2=[CH:26][CH:25]=1. The catalyst is C1C=CC(/C=C/C(/C=C/C2C=CC=CC=2)=O)=CC=1.C1C=CC(/C=C/C(/C=C/C2C=CC=CC=2)=O)=CC=1.C1C=CC(/C=C/C(/C=C/C2C=CC=CC=2)=O)=CC=1.[Pd].[Pd].C1(C)C=CC=CC=1. The product is [C:7]([O:10][C:11]1[CH:12]=[C:13]2[C:18](=[CH:19][CH:20]=1)[N:17]=[CH:16][N:15]=[C:14]2[NH:33][C:31]1[S:30][C:28]2[C:27]([N:32]=1)=[CH:26][CH:25]=[C:24]([O:23][CH3:22])[N:29]=2)(=[O:9])[CH3:8]. The yield is 0.400. (5) The reactants are [F:1][C:2]1[CH:32]=[C:31]([F:33])[CH:30]=[C:29]([F:34])[C:3]=1[C:4]([N:6]([CH3:28])[C:7]1[CH:12]=[CH:11][CH:10]=[C:9]([C:13]([CH:15]2[CH2:20][CH2:19][N:18](C(OC(C)(C)C)=O)[CH2:17][CH2:16]2)=[O:14])[N:8]=1)=[O:5]. The catalyst is FC(F)(F)C(O)=O.C(Cl)Cl. The product is [F:34][C:29]1[CH:30]=[C:31]([F:33])[CH:32]=[C:2]([F:1])[C:3]=1[C:4]([N:6]([CH3:28])[C:7]1[CH:12]=[CH:11][CH:10]=[C:9]([C:13]([CH:15]2[CH2:20][CH2:19][NH:18][CH2:17][CH2:16]2)=[O:14])[N:8]=1)=[O:5]. The yield is 0.850.